Dataset: Full USPTO retrosynthesis dataset with 1.9M reactions from patents (1976-2016). Task: Predict the reactants needed to synthesize the given product. (1) Given the product [F:3][C:4]1[CH:5]=[C:6]([C:10]2[CH:19]=[C:18]3[C:13]([CH2:14][CH2:15][CH2:16][CH:17]3[NH:20][C:21]3[CH:22]=[C:23]([CH:32]=[CH:33][CH:34]=3)[O:24][CH2:25][C:26]([OH:28])=[O:27])=[CH:12][CH:11]=2)[CH:7]=[CH:8][CH:9]=1, predict the reactants needed to synthesize it. The reactants are: [OH-].[Li+].[F:3][C:4]1[CH:5]=[C:6]([C:10]2[CH:19]=[C:18]3[C:13]([CH2:14][CH2:15][CH2:16][CH:17]3[NH:20][C:21]3[CH:22]=[C:23]([CH:32]=[CH:33][CH:34]=3)[O:24][CH2:25][C:26]([O:28]C(C)C)=[O:27])=[CH:12][CH:11]=2)[CH:7]=[CH:8][CH:9]=1. (2) Given the product [C:17]([O:16][C:14]([N:12]1[CH2:11][CH2:10][CH:9]([C:4]2[CH:5]=[C:6]([Cl:8])[CH:7]=[C:2]([Cl:1])[CH:3]=2)[CH2:13]1)=[O:15])([CH3:20])([CH3:18])[CH3:19], predict the reactants needed to synthesize it. The reactants are: [Cl:1][C:2]1[CH:3]=[C:4]([CH:9]2[CH2:13][N:12]([C:14]([O:16][C:17]([CH3:20])([CH3:19])[CH3:18])=[O:15])[CH:11](OC)[CH2:10]2)[CH:5]=[C:6]([Cl:8])[CH:7]=1.[BH4-].[Na+].[OH-].[Na+]. (3) Given the product [CH:12]1[C:11]([O:14][CH2:15][C:16]([F:19])([F:18])[F:17])=[CH:10][C:6]([C:7]([NH:22][CH2:23][CH:24]2[NH:25][CH2:26][CH2:27][CH2:28][CH2:29]2)=[O:9])=[C:5]([O:4][CH2:3][C:2]([F:1])([F:21])[F:20])[CH:13]=1, predict the reactants needed to synthesize it. The reactants are: [F:1][C:2]([F:21])([F:20])[CH2:3][O:4][C:5]1[CH:13]=[CH:12][C:11]([O:14][CH2:15][C:16]([F:19])([F:18])[F:17])=[CH:10][C:6]=1[C:7]([OH:9])=O.[NH2:22][CH2:23][CH:24]1[CH2:29][CH2:28][CH2:27][CH2:26][NH:25]1. (4) The reactants are: [N:1]([C:4]1[N:12]([CH2:13][C:14]2[CH:19]=[CH:18][C:17]([Cl:20])=[CH:16][CH:15]=2)[C:11]2[C:10](=[O:21])[N:9]([CH2:22][CH2:23][CH2:24][O:25][CH:26]3[CH2:31][CH2:30][CH2:29][CH2:28][O:27]3)[C:8](=[O:32])[N:7]([CH3:33])[C:6]=2[N:5]=1)=[N+]=[N-].[H][H]. Given the product [NH2:1][C:4]1[N:12]([CH2:13][C:14]2[CH:15]=[CH:16][C:17]([Cl:20])=[CH:18][CH:19]=2)[C:11]2[C:10](=[O:21])[N:9]([CH2:22][CH2:23][CH2:24][O:25][CH:26]3[CH2:31][CH2:30][CH2:29][CH2:28][O:27]3)[C:8](=[O:32])[N:7]([CH3:33])[C:6]=2[N:5]=1, predict the reactants needed to synthesize it.